Dataset: NCI-60 drug combinations with 297,098 pairs across 59 cell lines. Task: Regression. Given two drug SMILES strings and cell line genomic features, predict the synergy score measuring deviation from expected non-interaction effect. Drug 1: CC1=C2C(C(=O)C3(C(CC4C(C3C(C(C2(C)C)(CC1OC(=O)C(C(C5=CC=CC=C5)NC(=O)OC(C)(C)C)O)O)OC(=O)C6=CC=CC=C6)(CO4)OC(=O)C)OC)C)OC. Drug 2: CC(C1=C(C=CC(=C1Cl)F)Cl)OC2=C(N=CC(=C2)C3=CN(N=C3)C4CCNCC4)N. Cell line: NCI-H522. Synergy scores: CSS=20.5, Synergy_ZIP=-7.83, Synergy_Bliss=-11.0, Synergy_Loewe=-28.8, Synergy_HSA=-10.7.